From a dataset of Forward reaction prediction with 1.9M reactions from USPTO patents (1976-2016). Predict the product of the given reaction. (1) Given the reactants [Br:1][C:2]1[C:10]([N:11]([CH2:18][CH3:19])[CH:12]2[CH2:17][CH2:16][O:15][CH2:14][CH2:13]2)=[CH:9][C:8]([Cl:20])=[CH:7][C:3]=1[C:4]([OH:6])=O.C1CN([P+](ON2N=NC3C=CC=CC2=3)(N2CCCC2)N2CCCC2)CC1.F[P-](F)(F)(F)(F)F.C(N(C(C)C)C(C)C)C.[NH2:63][CH2:64][C:65]1[C:66](=[O:73])[NH:67][C:68]([CH3:72])=[CH:69][C:70]=1[CH3:71], predict the reaction product. The product is: [Br:1][C:2]1[C:10]([N:11]([CH2:18][CH3:19])[CH:12]2[CH2:17][CH2:16][O:15][CH2:14][CH2:13]2)=[CH:9][C:8]([Cl:20])=[CH:7][C:3]=1[C:4]([NH:63][CH2:64][C:65]1[C:66](=[O:73])[NH:67][C:68]([CH3:72])=[CH:69][C:70]=1[CH3:71])=[O:6]. (2) Given the reactants Cl[C:2]1[C:11]2[C:6](=[CH:7][CH:8]=[CH:9][CH:10]=2)[C:5]([N:12]2[CH2:17][CH2:16][O:15][CH2:14][CH2:13]2)=[CH:4][N:3]=1.[F-:18].[Cs+], predict the reaction product. The product is: [F:18][C:2]1[C:11]2[C:6](=[CH:7][CH:8]=[CH:9][CH:10]=2)[C:5]([N:12]2[CH2:17][CH2:16][O:15][CH2:14][CH2:13]2)=[CH:4][N:3]=1. (3) Given the reactants [CH2:1]([N:8]1[CH2:17][CH2:16][C:15]2[N:14]=[C:13](Cl)[CH:12]=[CH:11][C:10]=2[CH2:9]1)[C:2]1[CH:7]=[CH:6][CH:5]=[CH:4][CH:3]=1.[CH:19]1([CH2:22][NH2:23])[CH2:21][CH2:20]1, predict the reaction product. The product is: [CH2:1]([N:8]1[CH2:17][CH2:16][C:15]2[N:14]=[C:13]([NH:23][CH2:22][CH:19]3[CH2:21][CH2:20]3)[CH:12]=[CH:11][C:10]=2[CH2:9]1)[C:2]1[CH:7]=[CH:6][CH:5]=[CH:4][CH:3]=1. (4) The product is: [NH2:1][C@H:2]1[CH2:7][CH2:6][C@H:5]([NH:8][C:10]2[N:18]=[C:17]3[C:13]([N:14]=[CH:15][NH:16]3)=[C:12]([NH:19][C:20]3[CH:34]=[CH:33][C:23]([C:24]([NH:26][C:27]4[CH:32]=[CH:31][CH:30]=[CH:29][CH:28]=4)=[O:25])=[CH:22][CH:21]=3)[N:11]=2)[CH2:4][CH2:3]1. Given the reactants [NH2:1][C@H:2]1[CH2:7][CH2:6][C@H:5]([NH2:8])[CH2:4][CH2:3]1.Cl[C:10]1[N:18]=[C:17]2[C:13]([N:14]=[CH:15][NH:16]2)=[C:12]([NH:19][C:20]2[CH:34]=[CH:33][C:23]([C:24]([NH:26][C:27]3[CH:32]=[CH:31][CH:30]=[CH:29][CH:28]=3)=[O:25])=[CH:22][CH:21]=2)[N:11]=1, predict the reaction product. (5) Given the reactants Cl[C:2]1[C:7]([N+:8]([O-:10])=[O:9])=[CH:6][CH:5]=[C:4]([Cl:11])[N:3]=1.[CH3:12][NH2:13].C(=O)([O-])[O-].[Na+].[Na+], predict the reaction product. The product is: [Cl:11][C:4]1[N:3]=[C:2]([NH:13][CH3:12])[C:7]([N+:8]([O-:10])=[O:9])=[CH:6][CH:5]=1. (6) Given the reactants [CH3:1][C@H:2]1[O:7][C@@H:6]([CH3:8])[CH2:5][NH:4][CH2:3]1.CCN(C(C)C)C(C)C.Cl[C:19]1[N:24]=[C:23]([NH:25][C@H:26]([C:30]2[C:35]([F:36])=[CH:34][C:33]([F:37])=[CH:32][N:31]=2)[CH2:27][O:28][CH3:29])[N:22]=[C:21]([NH:38][C:39]2[N:40]=[CH:41][N:42]([CH3:44])[CH:43]=2)[N:20]=1, predict the reaction product. The product is: [F:36][C:35]1[C:30]([C@@H:26]([NH:25][C:23]2[N:22]=[C:21]([NH:38][C:39]3[N:40]=[CH:41][N:42]([CH3:44])[CH:43]=3)[N:20]=[C:19]([N:4]3[CH2:5][C@H:6]([CH3:8])[O:7][C@H:2]([CH3:1])[CH2:3]3)[N:24]=2)[CH2:27][O:28][CH3:29])=[N:31][CH:32]=[C:33]([F:37])[CH:34]=1. (7) The product is: [CH3:7][Si:8]([CH2:11][C:12](=[CH2:16])[C:13]([Cl:4])=[O:14])([CH3:10])[CH3:9]. Given the reactants C(Cl)(=O)C([Cl:4])=O.[CH3:7][Si:8]([CH2:11][C:12](=[CH2:16])[C:13](O)=[O:14])([CH3:10])[CH3:9], predict the reaction product.